This data is from Full USPTO retrosynthesis dataset with 1.9M reactions from patents (1976-2016). The task is: Predict the reactants needed to synthesize the given product. (1) The reactants are: [F:1][C:2]1[CH:10]=[C:9]2[C:5]([CH:6]=[N:7][NH:8]2)=[CH:4][C:3]=1[NH:11][C:12]1[C:13]2[C:20]3[CH2:21][CH2:22][CH:23]([C:25]([O:27]CC)=[O:26])[CH2:24][C:19]=3[S:18][C:14]=2[N:15]=[CH:16][N:17]=1.[OH-].[Na+].O. Given the product [F:1][C:2]1[CH:10]=[C:9]2[C:5]([CH:6]=[N:7][NH:8]2)=[CH:4][C:3]=1[NH:11][C:12]1[C:13]2[C:20]3[CH2:21][CH2:22][CH:23]([C:25]([OH:27])=[O:26])[CH2:24][C:19]=3[S:18][C:14]=2[N:15]=[CH:16][N:17]=1, predict the reactants needed to synthesize it. (2) Given the product [C:1](/[CH:3]=[CH:4]/[C:5]1[CH:6]=[C:7]([CH:8]=[CH:9][CH:10]=1)[CH:11]=[O:12])#[N:2], predict the reactants needed to synthesize it. The reactants are: [C:1]([CH:3]=[CH:4][C:5]1[CH:6]=[C:7]([CH:11]2OCC[O:12]2)[CH:8]=[CH:9][CH:10]=1)#[N:2].Cl. (3) Given the product [Cl:1][C:2]1[CH:3]=[C:4]([C@@H:9]2[C@@H:13]([CH2:14][N:15]([CH3:42])[C:16]3[N:21]=[CH:20][C:19]([C:22]([F:24])([F:23])[F:25])=[CH:18][N:17]=3)[CH2:12][N:11]([C:26]([CH:28]3[CH2:29][CH2:30][N:31]([C:34]([C:36]4([CH3:39])[CH2:37][CH2:38]4)=[O:35])[CH2:32][CH2:33]3)=[O:27])[CH2:10]2)[CH:5]=[CH:6][C:7]=1[Cl:8], predict the reactants needed to synthesize it. The reactants are: [Cl:1][C:2]1[CH:3]=[C:4]([C@@H:9]2[C@@H:13]([CH2:14][NH:15][C:16]3[N:21]=[CH:20][C:19]([C:22]([F:25])([F:24])[F:23])=[CH:18][N:17]=3)[CH2:12][N:11]([C:26]([CH:28]3[CH2:33][CH2:32][N:31]([C:34]([C:36]4([CH3:39])[CH2:38][CH2:37]4)=[O:35])[CH2:30][CH2:29]3)=[O:27])[CH2:10]2)[CH:5]=[CH:6][C:7]=1[Cl:8].[H-].[Na+].[CH3:42]I. (4) Given the product [CH3:24][C:16]1[CH:21]=[CH:20][CH:19]=[CH:18][C:17]=1[CH:22]([C:2]1[CH:7]=[CH:6][C:5]([C:8]2[O:9][CH2:10][C:11]([CH3:14])([CH3:13])[N:12]=2)=[CH:4][CH:3]=1)[OH:23], predict the reactants needed to synthesize it. The reactants are: Br[C:2]1[CH:7]=[CH:6][C:5]([C:8]2[O:9][CH2:10][C:11]([CH3:14])([CH3:13])[N:12]=2)=[CH:4][CH:3]=1.[Mg].[C:16]1([CH3:24])[C:17]([CH:22]=[O:23])=[CH:18][CH:19]=[CH:20][CH:21]=1.